This data is from Catalyst prediction with 721,799 reactions and 888 catalyst types from USPTO. The task is: Predict which catalyst facilitates the given reaction. (1) The catalyst class is: 2. Reactant: CN(C(ON1N=NC2C=CC=NC1=2)=[N+](C)C)C.F[P-](F)(F)(F)(F)F.[CH3:25][O:26][C@:27]1([C:36]2[CH:45]=[CH:44][C:43]3[C:38](=[CH:39][C:40]([CH:48]=[CH2:49])=[C:41]([O:46][CH3:47])[CH:42]=3)[CH:37]=2)[CH2:31][NH:30][C@H:29]([C:32]([O:34][CH3:35])=[O:33])[CH2:28]1.[CH2:50]([O:56][C:57]([NH:59][C@@H:60]([C:64]([CH3:67])([CH3:66])[CH3:65])[C:61](O)=[O:62])=[O:58])[CH2:51][CH2:52][CH2:53][CH:54]=[CH2:55].CCN(C(C)C)C(C)C. Product: [CH2:50]([O:56][C:57]([NH:59][C@@H:60]([C:64]([CH3:67])([CH3:66])[CH3:65])[C:61]([N:30]1[CH2:31][C@:27]([O:26][CH3:25])([C:36]2[CH:45]=[CH:44][C:43]3[C:38](=[CH:39][C:40]([CH:48]=[CH2:49])=[C:41]([O:46][CH3:47])[CH:42]=3)[CH:37]=2)[CH2:28][C@H:29]1[C:32]([O:34][CH3:35])=[O:33])=[O:62])=[O:58])[CH2:51][CH2:52][CH2:53][CH:54]=[CH2:55]. (2) Reactant: [C:1]([O:5][C:6]([N:8]1[CH2:13][CH2:12][N:11]([C:14]2[C:19]([CH3:20])=[CH:18][C:17](Br)=[CH:16][N:15]=2)[CH2:10][CH2:9]1)=[O:7])([CH3:4])([CH3:3])[CH3:2].O.N.[CH3:24][N:25](C)C=O. Product: [C:1]([O:5][C:6]([N:8]1[CH2:13][CH2:12][N:11]([C:14]2[C:19]([CH3:20])=[CH:18][C:17]([C:24]#[N:25])=[CH:16][N:15]=2)[CH2:10][CH2:9]1)=[O:7])([CH3:4])([CH3:3])[CH3:2]. The catalyst class is: 507. (3) Reactant: C([CH:8]([CH:25]1[CH2:30][CH2:29][CH2:28][CH2:27][NH:26]1)[CH2:9][N:10]([CH:16]1[CH2:24][C:23]2[C:18](=[CH:19][CH:20]=[CH:21][CH:22]=2)[CH2:17]1)[C:11]1[S:12][CH:13]=[CH:14][N:15]=1)C1C=CC=CC=1.ClC(OCC(C)C)=O.CO. Product: [CH2:17]1[C:18]2[C:23](=[CH:22][CH:21]=[CH:20][CH:19]=2)[CH2:24][CH:16]1[N:10]([C:11]1[S:12][CH:13]=[CH:14][N:15]=1)[CH2:9][CH2:8][CH:25]1[CH2:30][CH2:29][CH2:28][CH2:27][NH:26]1. The catalyst class is: 26. (4) Reactant: [OH:1]O.[NH:3]1[C:14]2[C:6](=[CH:7][C:8]3[CH2:9][CH2:10][CH2:11][C:12]=3[CH:13]=2)[C:5](=[O:15])C1=O.Cl. Product: [NH2:3][C:14]1[CH:13]=[C:12]2[C:8]([CH2:9][CH2:10][CH2:11]2)=[CH:7][C:6]=1[C:5]([OH:15])=[O:1]. The catalyst class is: 74. (5) Reactant: [CH:1]1([CH2:4][N:5]([CH2:24][CH2:25][CH3:26])[C:6]2[N:11]=[CH:10][N:9]=[C:8]([C:12]([NH:14][C:15]3[CH:16]=[C:17]4[C:21](=[CH:22][CH:23]=3)[NH:20][N:19]=[CH:18]4)=[O:13])[CH:7]=2)[CH2:3][CH2:2]1.C(=O)([O-])[O-].[K+].[K+].[I-].[K+].Br[CH2:36][C:37]([NH2:39])=[O:38]. Product: [NH2:39][C:37](=[O:38])[CH2:36][N:20]1[C:21]2[C:17](=[CH:16][C:15]([NH:14][C:12]([C:8]3[CH:7]=[C:6]([N:5]([CH2:4][CH:1]4[CH2:3][CH2:2]4)[CH2:24][CH2:25][CH3:26])[N:11]=[CH:10][N:9]=3)=[O:13])=[CH:23][CH:22]=2)[CH:18]=[N:19]1. The catalyst class is: 18. (6) Reactant: [OH:1][C:2]1[C:3]([CH2:12][N:13]2[C:21](=[O:22])[C:20]3[C:15](=[CH:16][CH:17]=[CH:18][CH:19]=3)[C:14]2=[O:23])=[C:4]2[C:9](=[CH:10][CH:11]=1)[N:8]=[CH:7][CH:6]=[CH:5]2.Br[CH2:25][CH2:26][O:27][CH3:28].C(=O)([O-])[O-].[Cs+].[Cs+].C(=O)(O)[O-].[Na+]. Product: [CH3:28][O:27][CH2:26][CH2:25][O:1][C:2]1[C:3]([CH2:12][N:13]2[C:14](=[O:23])[C:15]3[C:20](=[CH:19][CH:18]=[CH:17][CH:16]=3)[C:21]2=[O:22])=[C:4]2[C:9](=[CH:10][CH:11]=1)[N:8]=[CH:7][CH:6]=[CH:5]2. The catalyst class is: 3.